This data is from Full USPTO retrosynthesis dataset with 1.9M reactions from patents (1976-2016). The task is: Predict the reactants needed to synthesize the given product. (1) Given the product [C:1]([C:3]1[CH:4]=[C:5]([SH:10])[CH:6]=[C:7]([CH3:9])[CH:8]=1)#[N:2], predict the reactants needed to synthesize it. The reactants are: [C:1]([C:3]1[CH:4]=[C:5]([S:10]C(=O)N(CC)CC)[CH:6]=[C:7]([CH3:9])[CH:8]=1)#[N:2].[OH-].[Na+]. (2) Given the product [CH3:14][C:11]([C:15]1[N:19]([CH2:20][CH:21]2[CH2:26][CH2:25][O:24][CH2:23][CH2:22]2)[C:18]2[CH:27]=[CH:28][C:29]([S:31]([N:34]3[CH:38]=[CH:37][C:36]([C:39]([NH2:3])=[O:41])=[CH:35]3)(=[O:33])=[O:32])=[CH:30][C:17]=2[N:16]=1)([CH3:10])[CH2:12][CH3:13], predict the reactants needed to synthesize it. The reactants are: CC[N:3](C(C)C)C(C)C.[CH3:10][C:11]([C:15]1[N:19]([CH2:20][CH:21]2[CH2:26][CH2:25][O:24][CH2:23][CH2:22]2)[C:18]2[CH:27]=[CH:28][C:29]([S:31]([N:34]3[CH:38]=[CH:37][C:36]([C:39]([OH:41])=O)=[CH:35]3)(=[O:33])=[O:32])=[CH:30][C:17]=2[N:16]=1)([CH3:14])[CH2:12][CH3:13].CN(C(ON1N=NC2C=CC=NC1=2)=[N+](C)C)C.F[P-](F)(F)(F)(F)F.N. (3) Given the product [C:1]([O:5][C:6]([N:8]1[CH2:13][CH2:12][N:11]([C:14]2([CH3:15])[CH2:18][CH2:17]2)[CH2:10][CH2:9]1)=[O:7])([CH3:4])([CH3:3])[CH3:2], predict the reactants needed to synthesize it. The reactants are: [C:1]([O:5][C:6]([N:8]1[CH2:13][CH2:12][N:11]([C:14](=O)[CH3:15])[CH2:10][CH2:9]1)=[O:7])([CH3:4])([CH3:3])[CH3:2].[CH3:17][CH2:18][Mg+].[Br-].[C@H](O)(C([O-])=O)[C@@H](O)C([O-])=O.[Na+].[K+]. (4) Given the product [CH3:1][O:2][C:3]([C:5]1[CH:10]=[CH:9][N:8]=[CH:7][C:6]=1[CH2:11][CH2:12][CH:13]1[N:18]([C:19]([O:21][C:22]([CH3:23])([CH3:24])[CH3:25])=[O:20])[CH2:17][CH:16]([C:26]([O:28][CH3:29])=[O:27])[CH2:15][CH2:14]1)=[O:4], predict the reactants needed to synthesize it. The reactants are: [CH3:1][O:2][C:3]([C:5]1[CH:10]=[CH:9][N:8]=[CH:7][C:6]=1[C:11]#[C:12][CH:13]1[N:18]([C:19]([O:21][C:22]([CH3:25])([CH3:24])[CH3:23])=[O:20])[CH2:17][CH:16]([C:26]([O:28][CH3:29])=[O:27])[CH2:15][CH2:14]1)=[O:4].C(O)(C(F)(F)F)=O. (5) Given the product [Br:1][C:2]1[CH:11]=[CH:10][C:9]([C:16]2[CH:17]=[N:18][CH:19]=[C:14]([CH3:13])[CH:15]=2)=[CH:8][C:3]=1[C:4]([O:6][CH3:7])=[O:5], predict the reactants needed to synthesize it. The reactants are: [Br:1][C:2]1[CH:11]=[CH:10][C:9](I)=[CH:8][C:3]=1[C:4]([O:6][CH3:7])=[O:5].[CH3:13][C:14]1[CH:15]=[C:16](B(O)O)[CH:17]=[N:18][CH:19]=1.C([O-])([O-])=O.[Cs+].[Cs+]. (6) Given the product [CH3:20][C:19]([C:21]([NH:23][C@H:24]([C:28]([N:30]([C@@H:32]([C@@H:80]([CH3:83])[CH2:81][CH3:82])[C@H:33]([O:78][CH3:79])[CH2:34][C:35]([N:37]1[CH2:41][CH2:40][CH2:39][C@H:38]1[C@@H:42]([C@@H:45]([CH3:77])[C:46](=[O:76])[NH:47][C@@H:48]([CH2:69][C:70]1[CH:75]=[CH:74][CH:73]=[CH:72][CH:71]=1)[C:49](=[O:68])[NH:50][CH2:51][CH2:52][NH:53][C:54](=[O:67])[CH2:55][CH2:56][CH2:57][CH2:58][CH2:59][C@H:60]1[C@@H:64]([CH3:65])[NH:63][C:62](=[O:66])[NH:61]1)[O:43][CH3:44])=[O:36])[CH3:31])=[O:29])[CH:25]([CH3:26])[CH3:27])=[O:22])([CH3:84])[NH2:18], predict the reactants needed to synthesize it. The reactants are: C1C2C(COC([NH:18][C:19]([CH3:84])([C:21]([NH:23][C@H:24]([C:28]([N:30]([C@@H:32]([C@@H:80]([CH3:83])[CH2:81][CH3:82])[C@H:33]([O:78][CH3:79])[CH2:34][C:35]([N:37]3[CH2:41][CH2:40][CH2:39][C@H:38]3[C@@H:42]([C@@H:45]([CH3:77])[C:46](=[O:76])[NH:47][C@@H:48]([CH2:69][C:70]3[CH:75]=[CH:74][CH:73]=[CH:72][CH:71]=3)[C:49](=[O:68])[NH:50][CH2:51][CH2:52][NH:53][C:54](=[O:67])[CH2:55][CH2:56][CH2:57][CH2:58][CH2:59][C@H:60]3[C@@H:64]([CH3:65])[NH:63][C:62](=[O:66])[NH:61]3)[O:43][CH3:44])=[O:36])[CH3:31])=[O:29])[CH:25]([CH3:27])[CH3:26])=[O:22])[CH3:20])=O)C3C(=CC=CC=3)C=2C=CC=1.N1CCCCC1. (7) Given the product [OH:6][CH:4]1[CH2:5][N:2]([C:17]([O:16][CH2:15][C:12]2[CH:13]=[CH:14][CH:9]=[CH:10][CH:11]=2)=[O:18])[CH2:3]1, predict the reactants needed to synthesize it. The reactants are: Cl.[NH:2]1[CH2:5][CH:4]([OH:6])[CH2:3]1.[OH-].[Na+].[CH:9]1[CH:14]=[CH:13][C:12]([CH2:15][O:16][C:17](Cl)=[O:18])=[CH:11][CH:10]=1.